Task: Predict the reactants needed to synthesize the given product.. Dataset: Full USPTO retrosynthesis dataset with 1.9M reactions from patents (1976-2016) (1) Given the product [F:1][C:2]([F:17])([F:18])[C:3]1[CH:4]=[CH:5][C:6]([C:9]2[CH:16]=[CH:15][CH:14]=[CH:13][C:10]=2[C:11]([OH:23])=[O:12])=[CH:7][CH:8]=1, predict the reactants needed to synthesize it. The reactants are: [F:1][C:2]([F:18])([F:17])[C:3]1[CH:8]=[CH:7][C:6]([C:9]2[CH:16]=[CH:15][CH:14]=[CH:13][C:10]=2[CH:11]=[O:12])=[CH:5][CH:4]=1.Cl[O-].[Na+].S(=O)(=O)(O)[OH:23]. (2) Given the product [OH:16][CH2:15][C:12]1[CH:13]=[N:14][C:5]2[N:4]([CH:1]([CH3:3])[CH3:2])[CH2:9][C:8](=[O:10])[NH:7][C:6]=2[CH:11]=1, predict the reactants needed to synthesize it. The reactants are: [CH:1]([N:4]1[CH2:9][C:8](=[O:10])[NH:7][C:6]2[CH:11]=[C:12]([C:15](OC)=[O:16])[CH:13]=[N:14][C:5]1=2)([CH3:3])[CH3:2].[H-].[Na+]. (3) Given the product [CH:14]1[C:19]2[CH:11]([C:12]([O:28][CH:27]3[CH:25]4[CH2:24][CH2:23][CH:22]3[CH2:21][N:20]([CH2:13][C:14]3[CH:15]=[CH:16][CH:17]=[CH:18][CH:19]=3)[CH2:26]4)=[O:31])[C:25]3[C:34](=[CH:24][CH:23]=[CH:22][CH:27]=3)[O:35][C:18]=2[CH:17]=[CH:16][CH:15]=1, predict the reactants needed to synthesize it. The reactants are: C(N1[CH:12]=[CH:11]N=C1)(N1C=CN=C1)=O.[CH2:13]([N:20]1[CH2:26][CH:25]2[CH:27]([OH:28])[CH:22]([CH2:23][CH2:24]2)[CH2:21]1)[C:14]1[CH:19]=[CH:18][CH:17]=[CH:16][CH:15]=1.[H-].[Na+].[OH2:31].CN(C)[CH:34]=[O:35]. (4) Given the product [CH3:67][C:66]([CH3:69])([CH3:68])[CH2:65][NH:70][C:30](=[O:32])[CH2:29][N:27]1[CH:28]=[C:24]([C:23]2[N:18]3[N:17]=[C:16]([NH:15][C:12]4[CH:13]=[CH:14][C:9]([O:8][CH2:7][CH2:6][N:1]5[CH2:2][CH2:3][CH2:4][CH2:5]5)=[CH:10][CH:11]=4)[N:33]=[C:19]3[CH:20]=[CH:21][CH:22]=2)[CH:25]=[N:26]1, predict the reactants needed to synthesize it. The reactants are: [N:1]1([CH2:6][CH2:7][O:8][C:9]2[CH:14]=[CH:13][C:12]([NH:15][C:16]3[N:33]=[C:19]4[CH:20]=[CH:21][CH:22]=[C:23]([C:24]5[CH:25]=[N:26][N:27]([CH2:29][C:30]([OH:32])=O)[CH:28]=5)[N:18]4[N:17]=3)=[CH:11][CH:10]=2)[CH2:5][CH2:4][CH2:3][CH2:2]1.CCN=C=NCCCN(C)C.Cl.C(N(C(C)C)CC)(C)C.C1C=CC2N(O)N=NC=2C=1.[CH2:65]([NH2:70])[C:66]([CH3:69])([CH3:68])[CH3:67]. (5) The reactants are: [CH:1]([C:3]1[CH:8]=[CH:7][C:6]([C:9]2[CH:14]=[CH:13][C:12]([C:15]([CH3:23])([CH3:22])[CH2:16][C:17]([O:19][CH2:20][CH3:21])=[O:18])=[CH:11][C:10]=2[O:24][CH2:25][CH2:26][CH2:27][O:28][CH3:29])=[CH:5][CH:4]=1)=[O:2].[Mn]([O-])(=O)(=O)=[O:31].[K+].O. Given the product [CH2:20]([O:19][C:17](=[O:18])[CH2:16][C:15]([C:12]1[CH:13]=[CH:14][C:9]([C:6]2[CH:5]=[CH:4][C:3]([C:1]([OH:31])=[O:2])=[CH:8][CH:7]=2)=[C:10]([O:24][CH2:25][CH2:26][CH2:27][O:28][CH3:29])[CH:11]=1)([CH3:23])[CH3:22])[CH3:21], predict the reactants needed to synthesize it.